Dataset: Forward reaction prediction with 1.9M reactions from USPTO patents (1976-2016). Task: Predict the product of the given reaction. (1) Given the reactants CS(O[C@@H:6]1[CH2:10][CH2:9][CH2:8][C@H:7]1[O:11][C:12]1[CH:17]=[CH:16][C:15]([Br:18])=[CH:14][CH:13]=1)(=O)=O.[N-:19]=[N+:20]=[N-:21].[Na+], predict the reaction product. The product is: [Br:18][C:15]1[CH:16]=[CH:17][C:12]([O:11][C@@H:7]2[CH2:8][CH2:9][CH2:10][C@@H:6]2[N:19]=[N+:20]=[N-:21])=[CH:13][CH:14]=1. (2) Given the reactants [F:1][C:2]1[C:15]([NH:16][CH2:17][C:18]2[CH:23]=[C:22]([O:24]C)[CH:21]=[C:20]([C:26]3[CH:31]=[CH:30][CH:29]=[C:28]([F:32])[CH:27]=3)[CH:19]=2)=[C:14]([F:33])[CH:13]=[CH:12][C:3]=1[O:4][CH2:5][C:6]([O:8][CH:9]([CH3:11])[CH3:10])=[O:7].[Al+3].[Cl-].[Cl-].[Cl-].C(S)C.C([O-])(O)=O.[Na+], predict the reaction product. The product is: [F:1][C:2]1[C:15]([NH:16][CH2:17][C:18]2[CH:23]=[C:22]([OH:24])[CH:21]=[C:20]([C:26]3[CH:31]=[CH:30][CH:29]=[C:28]([F:32])[CH:27]=3)[CH:19]=2)=[C:14]([F:33])[CH:13]=[CH:12][C:3]=1[O:4][CH2:5][C:6]([O:8][CH:9]([CH3:10])[CH3:11])=[O:7]. (3) Given the reactants [CH:1]1[CH:10]=C2C(OC(=O)[C:3]3=C2[C:3](=[C:10]([N+]([O-])=O)[CH:1]=[CH:2]3)[CH:2]=1)=O.NC1C=C(C=CC=1Cl)C(O)=O.[NH2:30][C:31]1[CH:32]=[CH:33][C:34]2[C:35](=[O:55])[N:36]([C:45]3[CH:46]=[C:47]([CH:51]=[CH:52][C:53]=3[Cl:54])[C:48]([OH:50])=[O:49])[C:37](=[O:44])[C:38]3[C:43]=2[C:42]=1[CH:41]=[CH:40][CH:39]=3, predict the reaction product. The product is: [Cl:54][C:53]1[CH:52]=[CH:51][C:47]([C:48]([OH:50])=[O:49])=[CH:46][C:45]=1[N:36]1[C:35](=[O:55])[C:34]2[CH:33]=[CH:32][C:31]([N:30]3[CH:3]=[CH:2][CH:1]=[CH:10]3)=[C:42]3[C:43]=2[C:38](=[CH:39][CH:40]=[CH:41]3)[C:37]1=[O:44]. (4) Given the reactants C([O:3][CH2:4][CH2:5][O:6][NH:7][C:8]([C:10]1[CH:15]=[C:14]([CH3:16])[C:13](=[O:17])[N:12]([CH3:18])[C:11]=1[NH:19][C:20]1[CH:25]=[CH:24][C:23]([I:26])=[CH:22][C:21]=1[F:27])=[O:9])=C.Cl.[OH-].[Na+].C(OCC)(=O)C, predict the reaction product. The product is: [F:27][C:21]1[CH:22]=[C:23]([I:26])[CH:24]=[CH:25][C:20]=1[NH:19][C:11]1[N:12]([CH3:18])[C:13](=[O:17])[C:14]([CH3:16])=[CH:15][C:10]=1[C:8]([NH:7][O:6][CH2:5][CH2:4][OH:3])=[O:9].